From a dataset of Peptide-MHC class II binding affinity with 134,281 pairs from IEDB. Regression. Given a peptide amino acid sequence and an MHC pseudo amino acid sequence, predict their binding affinity value. This is MHC class II binding data. The peptide sequence is NHVIQSVRRLYPKIF. The MHC is DRB1_0301 with pseudo-sequence DRB1_0301. The binding affinity (normalized) is 0.673.